This data is from Peptide-MHC class I binding affinity with 185,985 pairs from IEDB/IMGT. The task is: Regression. Given a peptide amino acid sequence and an MHC pseudo amino acid sequence, predict their binding affinity value. This is MHC class I binding data. (1) The peptide sequence is YVSVASSNY. The MHC is Mamu-A02 with pseudo-sequence Mamu-A02. The binding affinity (normalized) is 1.00. (2) The peptide sequence is SSASNKPI. The MHC is Mamu-A01 with pseudo-sequence Mamu-A01. The binding affinity (normalized) is 0.